Dataset: Peptide-MHC class I binding affinity with 185,985 pairs from IEDB/IMGT. Task: Regression. Given a peptide amino acid sequence and an MHC pseudo amino acid sequence, predict their binding affinity value. This is MHC class I binding data. (1) The peptide sequence is YNYFFMPL. The MHC is H-2-Kb with pseudo-sequence H-2-Kb. The binding affinity (normalized) is 1.00. (2) The binding affinity (normalized) is 0.348. The MHC is HLA-A26:01 with pseudo-sequence HLA-A26:01. The peptide sequence is LIVSGIFPY. (3) The peptide sequence is RLMRTNFLI. The MHC is HLA-B18:01 with pseudo-sequence HLA-B18:01. The binding affinity (normalized) is 0.0847. (4) The MHC is HLA-A03:01 with pseudo-sequence HLA-A03:01. The binding affinity (normalized) is 0.205. The peptide sequence is KAALSSLAK. (5) The peptide sequence is RRIRQGLELTL. The MHC is HLA-B27:05 with pseudo-sequence HLA-B27:05. The binding affinity (normalized) is 0.897.